Dataset: Full USPTO retrosynthesis dataset with 1.9M reactions from patents (1976-2016). Task: Predict the reactants needed to synthesize the given product. (1) Given the product [F:50][C:30]1[C:13]([O:12][CH:7]2[CH2:8][CH2:9][CH2:10][CH2:11][O:6]2)=[CH:14][C:15]2[CH2:16][CH2:17][C@:18]3([CH:38]=[CH2:39])[C@@H:27]([C:28]=2[CH:29]=1)[CH2:26][CH2:25][C@@:23]1([CH3:24])[C@H:19]3[CH2:20][CH2:21][C@@H:22]1[O:31][CH:32]1[CH2:37][CH2:36][CH2:35][CH2:34][O:33]1, predict the reactants needed to synthesize it. The reactants are: C([Li])(CC)C.[O:6]1[CH2:11][CH2:10][CH2:9][CH2:8][CH:7]1[O:12][C:13]1[CH:30]=[CH:29][C:28]2[C@@H:27]3[C@:18]([CH:38]=[CH2:39])([C@H:19]4[C@@:23]([CH2:25][CH2:26]3)([CH3:24])[C@@H:22]([O:31][CH:32]3[CH2:37][CH2:36][CH2:35][CH2:34][O:33]3)[CH2:21][CH2:20]4)[CH2:17][CH2:16][C:15]=2[CH:14]=1.C1C=CC(S(N(S(C2C=CC=CC=2)(=O)=O)[F:50])(=O)=O)=CC=1. (2) The reactants are: C(N(CC)C(C)C)(C)C.Cl.[C:11]([N:15]1[CH2:19][C@@H:18]([C:20]2[CH:25]=[CH:24][C:23]([F:26])=[CH:22][C:21]=2[F:27])[C@H:17]([C:28](O)=[O:29])[CH2:16]1)([CH3:14])([CH3:13])[CH3:12].[Cl:31][C:32]1[CH:33]=[CH:34][C:35]([C:44]2[CH2:45][CH2:46][NH:47][CH2:48][CH:49]=2)=[C:36]([CH:38]([CH3:43])[C:39]([O:41][CH3:42])=[O:40])[CH:37]=1.ON1C2N=CC=CC=2N=N1.C(=O)(O)[O-].[Na+]. Given the product [C:11]([N:15]1[CH2:19][C@@H:18]([C:20]2[CH:25]=[CH:24][C:23]([F:26])=[CH:22][C:21]=2[F:27])[C@H:17]([C:28]([N:47]2[CH2:46][CH:45]=[C:44]([C:35]3[CH:34]=[CH:33][C:32]([Cl:31])=[CH:37][C:36]=3[CH:38]([CH3:43])[C:39]([O:41][CH3:42])=[O:40])[CH2:49][CH2:48]2)=[O:29])[CH2:16]1)([CH3:12])([CH3:14])[CH3:13], predict the reactants needed to synthesize it. (3) Given the product [N:1]1[C:10]2[C:5](=[CH:6][C:7]([CH2:11][OH:12])=[CH:8][CH:9]=2)[CH:4]=[CH:3][CH:2]=1, predict the reactants needed to synthesize it. The reactants are: [N:1]1[C:10]2[C:5](=[CH:6][C:7]([C:11](OC)=[O:12])=[CH:8][CH:9]=2)[CH:4]=[CH:3][CH:2]=1.[H-].[H-].[H-].[H-].[Li+].[Al+3].CC(C)=O.[O-]S([O-])(=O)=O.[Mg+2]. (4) Given the product [CH2:11]([C@:14]1([CH2:28][O:29][CH2:1][C:2]2[CH:7]=[CH:6][CH:5]=[CH:4][CH:3]=2)[CH2:18][N:17]([C@@H:19]([C:21]2[CH:22]=[CH:23][CH:24]=[CH:25][CH:26]=2)[CH3:20])[C:16](=[O:27])[CH2:15]1)[CH:12]=[CH2:13], predict the reactants needed to synthesize it. The reactants are: [CH2:1](Br)[C:2]1[CH:7]=[CH:6][CH:5]=[CH:4][CH:3]=1.[H-].[Na+].[CH2:11]([C@:14]1([CH2:28][OH:29])[CH2:18][N:17]([C@@H:19]([C:21]2[CH:26]=[CH:25][CH:24]=[CH:23][CH:22]=2)[CH3:20])[C:16](=[O:27])[CH2:15]1)[CH:12]=[CH2:13].CN(C)C=O. (5) The reactants are: [F:1][C:2]([F:11])([F:10])[C:3]1[CH:8]=[CH:7][N:6]=[C:5]([NH2:9])[CH:4]=1.C1C(=O)N([I:19])C(=O)C1. Given the product [F:11][C:2]([F:1])([F:10])[C:3]1[C:8]([I:19])=[CH:7][N:6]=[C:5]([NH2:9])[CH:4]=1, predict the reactants needed to synthesize it.